Dataset: NCI-60 drug combinations with 297,098 pairs across 59 cell lines. Task: Regression. Given two drug SMILES strings and cell line genomic features, predict the synergy score measuring deviation from expected non-interaction effect. (1) Drug 1: C1=C(C(=O)NC(=O)N1)N(CCCl)CCCl. Drug 2: C1=CC=C(C(=C1)C(C2=CC=C(C=C2)Cl)C(Cl)Cl)Cl. Cell line: HCC-2998. Synergy scores: CSS=13.8, Synergy_ZIP=1.25, Synergy_Bliss=8.20, Synergy_Loewe=2.70, Synergy_HSA=7.94. (2) Drug 2: CC1OCC2C(O1)C(C(C(O2)OC3C4COC(=O)C4C(C5=CC6=C(C=C35)OCO6)C7=CC(=C(C(=C7)OC)O)OC)O)O. Drug 1: CN1CCC(CC1)COC2=C(C=C3C(=C2)N=CN=C3NC4=C(C=C(C=C4)Br)F)OC. Cell line: M14. Synergy scores: CSS=27.8, Synergy_ZIP=-4.46, Synergy_Bliss=4.68, Synergy_Loewe=0.138, Synergy_HSA=1.99. (3) Drug 1: CN1CCC(CC1)COC2=C(C=C3C(=C2)N=CN=C3NC4=C(C=C(C=C4)Br)F)OC. Drug 2: CCC1(C2=C(COC1=O)C(=O)N3CC4=CC5=C(C=CC(=C5CN(C)C)O)N=C4C3=C2)O.Cl. Cell line: SNB-75. Synergy scores: CSS=17.5, Synergy_ZIP=-5.87, Synergy_Bliss=-0.664, Synergy_Loewe=-3.63, Synergy_HSA=-0.271. (4) Drug 1: CCC(=C(C1=CC=CC=C1)C2=CC=C(C=C2)OCCN(C)C)C3=CC=CC=C3.C(C(=O)O)C(CC(=O)O)(C(=O)O)O. Drug 2: C1CCC(C(C1)N)N.C(=O)(C(=O)[O-])[O-].[Pt+4]. Cell line: NCI-H522. Synergy scores: CSS=25.0, Synergy_ZIP=-6.49, Synergy_Bliss=0.825, Synergy_Loewe=-10.4, Synergy_HSA=1.27. (5) Cell line: MALME-3M. Drug 1: C1=CC(=CC=C1CCC2=CNC3=C2C(=O)NC(=N3)N)C(=O)NC(CCC(=O)O)C(=O)O. Drug 2: C1=CN(C(=O)N=C1N)C2C(C(C(O2)CO)O)O.Cl. Synergy scores: CSS=47.7, Synergy_ZIP=-2.23, Synergy_Bliss=1.45, Synergy_Loewe=2.63, Synergy_HSA=6.57. (6) Drug 1: CN1CCC(CC1)COC2=C(C=C3C(=C2)N=CN=C3NC4=C(C=C(C=C4)Br)F)OC. Drug 2: CN(C(=O)NC(C=O)C(C(C(CO)O)O)O)N=O. Cell line: NCI-H522. Synergy scores: CSS=7.61, Synergy_ZIP=-7.18, Synergy_Bliss=-7.04, Synergy_Loewe=-6.70, Synergy_HSA=-6.42.